From a dataset of Forward reaction prediction with 1.9M reactions from USPTO patents (1976-2016). Predict the product of the given reaction. (1) Given the reactants [Cl:1][C:2]1[CH:7]=[C:6]([NH:8]/[C:9](=[N:12]/[C:13]#[N:14])/SC)[CH:5]=[C:4]([C:15]([F:18])([F:17])[F:16])[C:3]=1[C:19]1[CH:24]=[CH:23][C:22]([O:25][CH:26]2[CH2:31][CH2:30][CH2:29][N:28]([C:32]([O:34][C:35]([CH3:38])([CH3:37])[CH3:36])=[O:33])[CH2:27]2)=[CH:21][CH:20]=1.[NH2:39][NH2:40], predict the reaction product. The product is: [C:35]([O:34][C:32]([N:28]1[CH2:29][CH2:30][CH2:31][CH:26]([O:25][C:22]2[CH:23]=[CH:24][C:19]([C:3]3[C:2]([Cl:1])=[CH:7][C:6]([NH:8][C:9]4[N:12]=[C:13]([NH2:14])[NH:40][N:39]=4)=[CH:5][C:4]=3[C:15]([F:18])([F:16])[F:17])=[CH:20][CH:21]=2)[CH2:27]1)=[O:33])([CH3:38])([CH3:36])[CH3:37]. (2) Given the reactants [CH3:1][S:2](Cl)(=[O:4])=[O:3].[OH:6][CH2:7][C@:8]([OH:58])([CH3:57])[C:9](=[O:56])[C@@H:10]([NH:15][C:16](=[O:55])[C@@H:17]([NH:25][C:26](=[O:54])[C@@H:27]([NH:32][C:33](=[O:53])[C@@H:34]([NH:43][C:44](=[O:52])[CH2:45][N:46]1[CH2:51][CH2:50][O:49][CH2:48][CH2:47]1)[CH2:35][CH2:36][C:37]1[CH:42]=[CH:41][CH:40]=[CH:39][CH:38]=1)[CH2:28][CH:29]([CH3:31])[CH3:30])[CH2:18][C:19]1[CH:24]=[CH:23][CH:22]=[CH:21][CH:20]=1)[CH2:11][CH:12]([CH3:14])[CH3:13], predict the reaction product. The product is: [CH3:1][S:2]([O:6][CH2:7][C@:8]([OH:58])([CH3:57])[C:9](=[O:56])[C@H:10]([CH2:11][CH:12]([CH3:13])[CH3:14])[NH:15][C:16](=[O:55])[C@H:17]([CH2:18][C:19]1[CH:24]=[CH:23][CH:22]=[CH:21][CH:20]=1)[NH:25][C:26](=[O:54])[C@H:27]([CH2:28][CH:29]([CH3:31])[CH3:30])[NH:32][C:33](=[O:53])[C@H:34]([CH2:35][CH2:36][C:37]1[CH:38]=[CH:39][CH:40]=[CH:41][CH:42]=1)[NH:43][C:44](=[O:52])[CH2:45][N:46]1[CH2:51][CH2:50][O:49][CH2:48][CH2:47]1)(=[O:4])=[O:3]. (3) Given the reactants [C:1]([C:3]([C:15]1[CH:20]=[CH:19][CH:18]=[CH:17][CH:16]=1)([C:9]1[CH:14]=[CH:13][CH:12]=[CH:11][CH:10]=1)[CH2:4][CH2:5][C:6]([OH:8])=O)#[N:2].Cl.CN(C)CCCN=[C:28]=[N:29][CH2:30][CH3:31].[OH2:33].ON1[C:39]2[CH:40]=[CH:41][CH:42]=[CH:43][C:38]=2N=N1.C(N(CC)C(C)C)(C)C, predict the reaction product. The product is: [O:8]=[C:6]([N:29]1[CH2:28][CH:31]([O:33][C:38]2[CH:43]=[CH:42][CH:41]=[CH:40][CH:39]=2)[CH2:30]1)[CH2:5][CH2:4][C:3]([C:9]1[CH:14]=[CH:13][CH:12]=[CH:11][CH:10]=1)([C:15]1[CH:20]=[CH:19][CH:18]=[CH:17][CH:16]=1)[C:1]#[N:2]. (4) The product is: [C:15]([C:13]1[CH:14]=[C:2]([I:3])[C:6]([CH3:5])=[C:7]([CH:12]=1)[C:8]([O:10][CH3:11])=[O:9])#[N:16]. Given the reactants I[CH2:2][I:3].N[C:5]1[C:6](C)=[C:7]([CH:12]=[C:13]([C:15]#[N:16])[CH:14]=1)[C:8]([O:10][CH3:11])=[O:9].N(OC(C)(C)C)=O, predict the reaction product. (5) The product is: [Br:1][C:2]1[CH:3]=[C:4]2[C:8](=[CH:9][C:10]=1[F:11])[C:7]1([C:15](=[O:16])[NH:14][C:13](=[O:17])[NH:12]1)[CH2:6][C:5]2=[O:18]. Given the reactants [Br:1][C:2]1[CH:3]=[C:4]2[C:8](=[CH:9][C:10]=1[F:11])[C:7]1([C:15](=[O:16])[NH:14][C:13](=[O:17])[NH:12]1)[CH2:6][CH2:5]2.[O-:18][Mn](=O)(=O)=O.[K+], predict the reaction product. (6) Given the reactants [C:1]([C:4]1[CH:11]=[CH:10][C:7]([C:8]#[N:9])=[C:6](F)[CH:5]=1)(=[O:3])[CH3:2].[O:13]1[CH2:18][CH2:17][CH:16]([O:19][CH2:20][CH2:21][O:22][C:23]2[CH:28]=[CH:27][C:26]([OH:29])=[CH:25][CH:24]=2)[CH2:15][CH2:14]1, predict the reaction product. The product is: [C:1]([C:4]1[CH:11]=[CH:10][C:7]([C:8]#[N:9])=[C:6]([O:29][C:26]2[CH:27]=[CH:28][C:23]([O:22][CH2:21][CH2:20][O:19][CH:16]3[CH2:17][CH2:18][O:13][CH2:14][CH2:15]3)=[CH:24][CH:25]=2)[CH:5]=1)(=[O:3])[CH3:2]. (7) Given the reactants N[C:2]1[C:3]([Cl:8])=[N:4][CH:5]=[CH:6][CH:7]=1.[S:9]([Cl:12])(Cl)=[O:10].[OH2:13], predict the reaction product. The product is: [Cl:8][C:3]1[C:2]([S:9]([Cl:12])(=[O:10])=[O:13])=[CH:7][CH:6]=[CH:5][N:4]=1. (8) Given the reactants [CH3:1][O:2][C:3]1[CH:4]=[C:5]([CH:9]=[CH:10][C:11]=1[C:12]1[O:16][C:15]([CH3:17])=[N:14][CH:13]=1)[C:6](O)=[O:7].O.[NH2:19][NH2:20], predict the reaction product. The product is: [CH3:1][O:2][C:3]1[CH:4]=[C:5]([CH:9]=[CH:10][C:11]=1[C:12]1[O:16][C:15]([CH3:17])=[N:14][CH:13]=1)[C:6]([NH:19][NH2:20])=[O:7]. (9) Given the reactants C(N1C=C(B2OC(C)(C)C(C)(C)O2)C=N1)C(C)C.Br[C:20]1[S:24][C:23]([C:25]([NH:27][CH2:28][C:29]2[CH:34]=[CH:33][N:32]3[CH:35]=[CH:36][N:37]=[C:31]3[CH:30]=2)=[O:26])=[CH:22][CH:21]=1.Br[C:39]1[CH:45]=[CH:44][C:42](N)=[CH:41][CH:40]=1, predict the reaction product. The product is: [N:37]1[CH:36]=[CH:35][N:32]2[CH:33]=[CH:34][C:29]([CH2:28][NH:27][C:25]([C:23]3[S:24][C:20]([C:39]4[CH:45]=[CH:44][CH:42]=[CH:41][CH:40]=4)=[CH:21][CH:22]=3)=[O:26])=[CH:30][C:31]=12.